Dataset: B-cell epitopes from IEDB database with 3,159 antigens for binding position prediction. Task: Token-level Classification. Given an antigen amino acid sequence, predict which amino acid positions are active epitope sites capable of antibody binding. Output is a list of indices for active positions. (1) Given the antigen sequence: MTTCRLLCALLALALCCCLSACTTANGGSTSSTPPGTDKKTAAGGTPSPSGASSGEAEASSNKNDGSLSSSAWVFAPLALAASVLAYTALG, which amino acid positions are active epitope sites? The epitope positions are: [35, 36, 37, 38, 39, 40, 41, 42, 43, 44, 45, 46, 47, 48, 49, 50]. The amino acids at these positions are: GTDKKTAAGGTPSPSG. (2) Given the antigen sequence: MGTNLSVPNPLGFLPDHQLDPAFGANSTNPDWDFNPIKDHWPAANQVGVGAFGPGLTPPHGGILGWSPQAQGILTTVSTIPPPASTNRQSGRQPTPISPPLRDSHPQAMQWNSTALHQALQDPRVRGLYLPAGGSSSGTVNPAPNIASHISSISARTGDPVTIMENITSGFLGPLLVLQAGFFLLTRILTIPQSLDSWWTSLNFLGGSPVCLGQNSQSPTSNHSPTSCPPICPGYRWMCLRRFIIFLFILLLCLIFLLVLLDYQGMLPVCPLIPGSTTTSTGPCKTCTTPAQGNSKFPSCCCTKPTDGNCTCIPIPSSWAFAKYLWEWASVRFSWLSLLVPFVQWFVGLSPTVWLSAIWMMWYWGPSLYSIVSPFIPLLPIFFCLWVYI, which amino acid positions are active epitope sites? The epitope positions are: [114, 115, 116, 117, 118, 119, 120, 121, 122, 123, 124, 125, 126, 127]. The amino acids at these positions are: ALHQALQDPRVRGL. (3) Given the antigen sequence: MKSFKNKNTLRRKKAFPVFTKILLVSFLVWVLKCSNNCNNGNGSGDSFDFRNKRTLAQKQHEHHHHHHHHHHHQHQAPHQAPHQAHHHHHHGEVNHQAPQVHQQVHGQDQAHHHHHHHHHHLHPQQPQGTVANPPSNEPVVKTQVFREARPGGGFKAYEEKYESKHYKLKENVVDGKKDCDEKYEAANYAFSEECPYTVNDYSQENGPNIFALRKRFPLGMNDEDEEGKEALAIKDKLPGGLDEYQNQLYGICNETCTTCGPAAIDYVPADAPNGYAYGGSAHDGSHGNLRGHDNKGSEGYGYEAPYNPGFNGAPGSNGMQNYVHPWSGYSAPYGVPHGAAHGSRYSSFSSVNKYGKHGDEKHHSSKKHEGNDGEGEKKKKSKKHKDHDGEKKKSKKHKDNEDAESVKSKKHKSHDCEKKKSKKHKDNEDAESVKSKKVLKKREKSIMEKNHAAKKLTKKIKIKKKTNNSKSDGSKAHEKKENETKNTAGENKKVDSTSA..., which amino acid positions are active epitope sites? The epitope positions are: [582, 583, 584, 585, 586, 587, 588, 589, 590, 591]. The amino acids at these positions are: SKGATKEAST. (4) Given the antigen sequence: MVCRFGLILLVAVVVLASDGQNSGKRSIVPYIRCFAISTDRIAVVWDPKDMAGYDVKMVKVMVEKAIEPRKTWTSTVSVDNGKVIMRDLKANTTYRVDVDGYRNDFMVFGSERFVKTPSKKKTKSRKVRRL, which amino acid positions are active epitope sites? The epitope positions are: [112, 113, 114, 115, 116, 117, 118, 119, 120, 121, 122, 123, 124, 125]. The amino acids at these positions are: RFVKTPSKKKTKSR. (5) Given the antigen sequence: MAKEIKFDMESRDLLKKGVDALPNAVKVTLGPKVRNVILSKTYGAPHITKDGVSVAKEIELECPFENMGAQLVKEVASKTNDDAGDGTTTATILAQSIIGVGLKNVTAGANPMDLNRGIDKSVKSVVTHIAGMAKEVGADFQKIEHVAKISANGDENIGSLIAEAMRKVKKEGVITVEEAKGTDTTVEVVEGMQFDRGYISPYFVTNTDKMEVQMENPFILIYDKKISVLKEMLPILEQTVQTGKPLLIIAEDNDSEALPTLVVNRLRGSLKICAVKAPGFGDRRKAMLEDIAILTGGAVISEETGLNLENTTMDMLGTAEKVRVDKDNTTIVNGAGNKEGIASRITQIKAQIENTTSDYDREKLQERLAKLAGGVAVLYVGAASEVEMKEKKDRVEDPLSPTRPPIEEGTVPGGGTTYIRAIAALEGLKGENEDETTGIEIVKRAIEEPLRQIVANAGKEGAVMVQKVKEGKDDFGYNARTDVFENLYTTGVIDPAKVT..., which amino acid positions are active epitope sites? The epitope positions are: [185, 186, 187, 188, 189, 190, 191, 192, 193, 194, 195, 196, 197, 198, 199, 200, 201, 202, 203, 204]. The amino acids at these positions are: TVEVVEGMQFDRGYISPYFV.